This data is from Forward reaction prediction with 1.9M reactions from USPTO patents (1976-2016). The task is: Predict the product of the given reaction. (1) Given the reactants [CH3:1][O:2][C:3]1[CH:4]=[C:5]2[C:9](=[CH:10][C:11]=1[O:12][CH3:13])[C:8](=[O:14])[CH:7]([CH2:15][C:16]1[CH:21]=[CH:20][N:19]=[CH:18][CH:17]=1)[CH2:6]2.ClC1C=CC=C(C(OO)=[O:30])C=1.C(=O)(O)[O-].[Na+], predict the reaction product. The product is: [CH3:1][O:2][C:3]1[CH:4]=[C:5]2[C:9](=[CH:10][C:11]=1[O:12][CH3:13])[C:8](=[O:14])[CH:7]([CH2:15][C:16]1[CH:21]=[CH:20][N+:19]([O-:30])=[CH:18][CH:17]=1)[CH2:6]2. (2) Given the reactants Cl[C:2]1[C:3]([F:20])=[N:4][C:5]([F:19])=[C:6]([F:18])[C:7]=1[CH2:8][O:9][C:10](=[O:17])[C:11]1[CH:16]=[CH:15][CH:14]=[CH:13][CH:12]=1.C(N(CC)CC)C, predict the reaction product. The product is: [F:19][C:5]1[C:6]([F:18])=[C:7]([CH2:8][O:9][C:10](=[O:17])[C:11]2[CH:16]=[CH:15][CH:14]=[CH:13][CH:12]=2)[CH:2]=[C:3]([F:20])[N:4]=1. (3) Given the reactants C(OC([NH:8][C@@H:9]([C:14]([N:16]1[CH2:36][CH2:35][CH2:34][C@H:17]1[C:18]([NH:20][CH2:21][C:22]1[CH:27]=[C:26]([Cl:28])[CH:25]=[CH:24][C:23]=1[N:29]1[CH:33]=[N:32][CH:31]=[N:30]1)=[O:19])=[O:15])[CH2:10][CH:11]1[CH2:13][CH2:12]1)=O)(C)(C)C.Cl.CCOC(C)=O, predict the reaction product. The product is: [CH:11]1([CH2:10][C@H:9]([C:14]([N:16]2[CH2:36][CH2:35][CH2:34][C@H:17]2[C:18]([NH:20][CH2:21][C:22]2[CH:27]=[C:26]([Cl:28])[CH:25]=[CH:24][C:23]=2[N:29]2[CH:33]=[N:32][CH:31]=[N:30]2)=[O:19])=[O:15])[NH2:8])[CH2:13][CH2:12]1. (4) Given the reactants CN(C)CCCN=C=NCC.OC1C2N=NNC=2C=CC=1.C(N(CC)C(C)C)(C)C.[C:31]([O:35][C:36]([N:38]1[CH2:42][C@@H:41]([C:43](=[O:53])[NH:44][C:45]2[CH:50]=[CH:49][CH:48]=[C:47]([C:51]#[N:52])[CH:46]=2)[C@H:40]([C:54]2[CH:59]=[CH:58][CH:57]=[C:56]([C:60](O)=[O:61])[CH:55]=2)[CH2:39]1)=[O:37])([CH3:34])([CH3:33])[CH3:32].[CH3:63][N:64]1[CH2:69][CH2:68][C:67]2[N:70]=[C:71]([NH2:73])[S:72][C:66]=2[CH2:65]1, predict the reaction product. The product is: [C:31]([O:35][C:36]([N:38]1[CH2:39][C@@H:40]([C:54]2[CH:59]=[CH:58][CH:57]=[C:56]([C:60](=[O:61])[NH:73][C:71]3[S:72][C:66]4[CH2:65][N:64]([CH3:63])[CH2:69][CH2:68][C:67]=4[N:70]=3)[CH:55]=2)[C@H:41]([C:43](=[O:53])[NH:44][C:45]2[CH:50]=[CH:49][CH:48]=[C:47]([C:51]#[N:52])[CH:46]=2)[CH2:42]1)=[O:37])([CH3:33])([CH3:34])[CH3:32]. (5) Given the reactants [Cl:1][C:2]1[C:3]2[NH:10][CH:9]=[CH:8][C:4]=2[N:5]=[CH:6][N:7]=1.Br[CH2:12][CH:13]=[CH2:14].[H-].[Na+], predict the reaction product. The product is: [CH2:14]([N:10]1[C:3]2[C:2]([Cl:1])=[N:7][CH:6]=[N:5][C:4]=2[CH:8]=[CH:9]1)[CH:13]=[CH2:12]. (6) Given the reactants II.[Mg].Br[C:5]1[CH:10]=[CH:9]C=[CH:7][CH:6]=1.[CH2:11]([N:18]1[CH2:23][CH2:22][C:21]([N:26]([CH3:28])[CH3:27])([C:24]#N)[CH2:20][CH2:19]1)[C:12]1[CH:17]=[CH:16][CH:15]=[CH:14][CH:13]=1.[NH4+].[Cl-], predict the reaction product. The product is: [CH2:11]([N:18]1[CH2:19][CH2:20][C:21]([C:24]2[CH:9]=[CH:10][CH:5]=[CH:6][CH:7]=2)([N:26]([CH3:27])[CH3:28])[CH2:22][CH2:23]1)[C:12]1[CH:13]=[CH:14][CH:15]=[CH:16][CH:17]=1. (7) Given the reactants [OH:1][C:2]([CH3:35])([CH3:34])[CH2:3][C@@:4]1([C:28]2[CH:33]=[CH:32][CH:31]=[CH:30][CH:29]=2)[O:9][C:8](=[O:10])[N:7]([C@H:11]([C:13]2[CH:18]=[CH:17][C:16](B3OC(C)(C)C(C)(C)O3)=[CH:15][CH:14]=2)[CH3:12])[CH2:6][CH2:5]1.[OH:36][CH2:37][CH2:38][N:39]1[CH:44]=[CH:43][C:42](I)=[CH:41][C:40]1=[O:46].C([O-])([O-])=O.[Cs+].[Cs+], predict the reaction product. The product is: [OH:1][C:2]([CH3:34])([CH3:35])[CH2:3][C@@:4]1([C:28]2[CH:33]=[CH:32][CH:31]=[CH:30][CH:29]=2)[O:9][C:8](=[O:10])[N:7]([C@H:11]([C:13]2[CH:18]=[CH:17][C:16]([C:42]3[CH:43]=[CH:44][N:39]([CH2:38][CH2:37][OH:36])[C:40](=[O:46])[CH:41]=3)=[CH:15][CH:14]=2)[CH3:12])[CH2:6][CH2:5]1. (8) Given the reactants ClC(OC(Cl)(Cl)Cl)=O.C(O[C:14]([NH:16][C:17]1[C:22]([C:23]([OH:25])=[O:24])=[CH:21][N:20]=[CH:19][CH:18]=1)=[O:15])(C)(C)C, predict the reaction product. The product is: [NH:16]1[C:17]2[CH:18]=[CH:19][N:20]=[CH:21][C:22]=2[C:23](=[O:24])[O:25][C:14]1=[O:15]. (9) Given the reactants [OH-].[K+].[CH3:3][C:4]([CH3:29])=[CH:5][CH2:6][O:7][C:8]1[C:17]([C:18](=[O:20])[CH3:19])=[C:16]2[C:11]([C:12](=[O:28])[C:13]([CH3:27])=[C:14]([C:21]3[CH:26]=[CH:25][CH:24]=[CH:23][CH:22]=3)[O:15]2)=[CH:10][CH:9]=1.[CH:30](=O)[C:31]1[CH:36]=[CH:35][CH:34]=[CH:33][CH:32]=1, predict the reaction product. The product is: [CH3:27][C:13]1[C:12](=[O:28])[C:11]2[C:16](=[C:17]([C:18](=[O:20])[CH:19]=[CH:30][C:31]3[CH:36]=[CH:35][CH:34]=[CH:33][CH:32]=3)[C:8]([O:7][CH2:6][CH:5]=[C:4]([CH3:29])[CH3:3])=[CH:9][CH:10]=2)[O:15][C:14]=1[C:21]1[CH:22]=[CH:23][CH:24]=[CH:25][CH:26]=1.